This data is from Blood-brain barrier permeability regression values from the B3DB database. The task is: Regression/Classification. Given a drug SMILES string, predict its absorption, distribution, metabolism, or excretion properties. Task type varies by dataset: regression for continuous measurements (e.g., permeability, clearance, half-life) or binary classification for categorical outcomes (e.g., BBB penetration, CYP inhibition). For this dataset (b3db_regression), we predict Y. (1) The drug is C1=CC2=C(C=C1OC(F)(F)F)SC(=N2)N. The Y is 0.300 log(BB ratio). (2) The compound is CCCN1C[C@@H](C[C@H]2[C@H]1CC3=CNC4=CC=CC2=C34)CSC. The Y is 0.300 log(BB ratio). (3) The drug is CN1CC2C(C1)C3=C(C=CC(=C3)Cl)OC4=CC=CC=C24. The Y is 1.03 log(BB ratio). (4) The molecule is CCCC(C)C1(C(=O)NC(=S)NC1=O)CC. The Y is -0.100 log(BB ratio). (5) The molecule is CC(C)(C1=CC(=C(C=C1)OC)CNC2C3CCN(C2C(C4=CC=CC=C4)C5=CC=CC=C5)CC3)O. The Y is -0.890 log(BB ratio). (6) The compound is N#N. The Y is 0.0300 log(BB ratio). (7) The compound is CC1=C(C(CCC1)(C)C)/C=C/C(=C/C=C/C(=C/C(=O)O)/C)/C. The Y is -0.490 log(BB ratio). (8) The molecule is CCC[C@@H](C)C1(C(=O)NC(=O)NC1=O)CC=C. The Y is 0.200 log(BB ratio). (9) The drug is OCCOCC[NH+]1CC[NH+](CC1)C(c2ccccc2)c3ccc(Cl)cc3. The Y is 0.400 log(BB ratio).